From a dataset of Full USPTO retrosynthesis dataset with 1.9M reactions from patents (1976-2016). Predict the reactants needed to synthesize the given product. (1) Given the product [F:1][C:2]1[CH:7]=[CH:6][C:5]([C:8]2([O:22][CH3:23])[CH2:13][CH2:12][C:11]([C:16]3[CH:21]=[CH:20][CH:19]=[CH:18][CH:17]=3)([C:14]([OH:28])=[O:24])[CH2:10][CH2:9]2)=[CH:4][CH:3]=1, predict the reactants needed to synthesize it. The reactants are: [F:1][C:2]1[CH:7]=[CH:6][C:5]([C:8]2([O:22][CH3:23])[CH2:13][CH2:12][C:11]([C:16]3[CH:21]=[CH:20][CH:19]=[CH:18][CH:17]=3)([C:14]#N)[CH2:10][CH2:9]2)=[CH:4][CH:3]=1.[OH-:24].[K+].C(O)C[OH:28]. (2) Given the product [Cl:1][C:2]1[C:3]([Cl:22])=[N:4][C:5]([C:12]2[CH:17]=[CH:16][CH:15]=[C:14]([F:18])[CH:13]=2)=[C:6]([CH:11]=1)[C:7]([O:9][CH3:10])=[O:8], predict the reactants needed to synthesize it. The reactants are: [Cl:1][C:2]1[CH:3]=[N+:4]([O-])[C:5]([C:12]2[CH:17]=[CH:16][CH:15]=[C:14]([F:18])[CH:13]=2)=[C:6]([CH:11]=1)[C:7]([O:9][CH3:10])=[O:8].P(Cl)(Cl)([Cl:22])=O. (3) The reactants are: Br[C:2]1[CH:11]=[CH:10][CH:9]=[C:8]2[C:3]=1[CH2:4][CH2:5][N:6](C[C@H]1COC(C)(C)O1)[C:7]2=[O:12].ClC1C=CC(N)=CC=1C1NC(C2C=CC=CC=2)=CN=1.CC1(C)C2C(=C(P(C3C=CC=CC=3)C3C=CC=CC=3)C=CC=2)OC2C(P(C3C=CC=CC=3)C3C=CC=CC=3)=CC=CC1=2.P([O-])([O-])([O-])=O.[K+].[K+].[K+]. Given the product [C:7]1(=[O:12])[C:8]2[C:3](=[CH:2][CH:11]=[CH:10][CH:9]=2)[CH2:4][CH2:5][NH:6]1, predict the reactants needed to synthesize it. (4) Given the product [OH:14][C:11]1([CH2:15][CH2:16][N:17]([CH3:31])[C:18]2[CH:19]=[CH:20][C:21]([C:22]([O:24][C:25]([CH3:28])([CH3:26])[CH3:27])=[O:23])=[CH:29][CH:30]=2)[CH2:12][CH2:13][NH:8][CH2:9][CH2:10]1, predict the reactants needed to synthesize it. The reactants are: C([N:8]1[CH2:13][CH2:12][C:11]([CH2:15][CH2:16][N:17]([CH3:31])[C:18]2[CH:30]=[CH:29][C:21]([C:22]([O:24][C:25]([CH3:28])([CH3:27])[CH3:26])=[O:23])=[CH:20][CH:19]=2)([OH:14])[CH2:10][CH2:9]1)C1C=CC=CC=1. (5) Given the product [Cl:21][C:15]1[CH:14]=[C:13]2[C:18]([C:19](=[O:20])[C:10]([CH2:9][NH:8][C:6](=[O:7])[C:5]3[CH:28]=[CH:29][C:2]([NH:33][CH2:32][CH2:30][OH:31])=[N:3][CH:4]=3)=[CH:11][N:12]2[C:22]2[CH:27]=[CH:26][CH:25]=[CH:24][CH:23]=2)=[CH:17][CH:16]=1, predict the reactants needed to synthesize it. The reactants are: Cl[C:2]1[CH:29]=[CH:28][C:5]([C:6]([NH:8][CH2:9][C:10]2[C:19](=[O:20])[C:18]3[C:13](=[CH:14][C:15]([Cl:21])=[CH:16][CH:17]=3)[N:12]([C:22]3[CH:27]=[CH:26][CH:25]=[CH:24][CH:23]=3)[CH:11]=2)=[O:7])=[CH:4][N:3]=1.[CH2:30]([CH2:32][NH2:33])[OH:31]. (6) Given the product [CH2:18]([O:17][C:15](=[O:16])[C:14]([C:12]#[N:13])=[C:9]([C:4]1[CH:5]=[CH:6][CH:7]=[CH:8][C:3]=1[O:2][CH3:1])[CH3:10])[CH3:19], predict the reactants needed to synthesize it. The reactants are: [CH3:1][O:2][C:3]1[CH:8]=[CH:7][CH:6]=[CH:5][C:4]=1[C:9](=O)[CH3:10].[C:12]([CH2:14][C:15]([O:17][CH2:18][CH3:19])=[O:16])#[N:13].C([O-])(=O)C.[NH4+]. (7) Given the product [C:58]([S:60][CH2:23][CH2:22][N:9]([CH2:8][CH2:7][CH:1]1[CH2:2][CH2:3][CH2:4][CH2:5][CH2:6]1)[C:10](=[O:21])[NH:11][C@@H:12]([CH3:20])[C:13]([O:15][C:16]([CH3:17])([CH3:18])[CH3:19])=[O:14])(=[O:61])[CH3:59], predict the reactants needed to synthesize it. The reactants are: [CH:1]1([CH2:7][CH2:8][N:9]([CH2:22][CH2:23]O)[C:10](=[O:21])[NH:11][C@@H:12]([CH3:20])[C:13]([O:15][C:16]([CH3:19])([CH3:18])[CH3:17])=[O:14])[CH2:6][CH2:5][CH2:4][CH2:3][CH2:2]1.C1(P(C2C=CC=CC=2)C2C=CC=CC=2)C=CC=CC=1.N(C(OC(C)C)=O)=NC(OC(C)C)=O.[C:58]([OH:61])(=[S:60])[CH3:59].C(=O)([O-])O.[Na+].